This data is from Retrosynthesis with 50K atom-mapped reactions and 10 reaction types from USPTO. The task is: Predict the reactants needed to synthesize the given product. Given the product CCOCO[C@]1(C(=O)COC(C)=O)[C@@H](C)C[C@H]2[C@@H]3C[C@H](C)C4=CC(=O)C=C[C@]4(C)[C@H]3[C@@H](O)C[C@@]21C, predict the reactants needed to synthesize it. The reactants are: CCOCO[C@]1(C(=O)COC(C)=O)[C@@H](C)C[C@H]2[C@@H]3C[C@H](C)C4=CC(=O)C=C[C@]4(C)[C@@]3(Br)[C@@H](O)C[C@@]21C.